This data is from Forward reaction prediction with 1.9M reactions from USPTO patents (1976-2016). The task is: Predict the product of the given reaction. (1) Given the reactants ClCC([NH:5][CH:6]([C:11]1[CH:16]=[CH:15][CH:14]=[CH:13][CH:12]=1)[CH2:7][C:8]([OH:10])=[O:9])=O.[OH-].[Na+], predict the reaction product. The product is: [NH2:5][C@H:6]([C:11]1[CH:16]=[CH:15][CH:14]=[CH:13][CH:12]=1)[CH2:7][C:8]([OH:10])=[O:9]. (2) Given the reactants [C:1]([NH:9][CH:10]([C:18]1[CH:23]=[CH:22][CH:21]=[CH:20][CH:19]=1)[CH:11]([OH:17])[C:12]([O:14][CH2:15][CH3:16])=[O:13])(=[O:8])[C:2]1[CH:7]=[CH:6][CH:5]=[CH:4][CH:3]=1.[CH3:24][O:25][CH:26](OC)OC.CC1C=CC(S([O-])(=O)=O)=CC=1.C1C=C[NH+]=CC=1.CN(C=O)C, predict the reaction product. The product is: [C:1]([N:9]1[C@@H:10]([C:18]2[CH:19]=[CH:20][CH:21]=[CH:22][CH:23]=2)[C@H:11]([C:12]([O:14][CH2:15][CH3:16])=[O:13])[O:17][CH:24]1[O:25][CH3:26])(=[O:8])[C:2]1[CH:3]=[CH:4][CH:5]=[CH:6][CH:7]=1.